This data is from Full USPTO retrosynthesis dataset with 1.9M reactions from patents (1976-2016). The task is: Predict the reactants needed to synthesize the given product. (1) Given the product [CH2:1]([O:8][C:9](=[O:10])[NH:11][C:12]1[CH:17]=[CH:16][CH:15]=[C:14]([CH2:18][C:19](=[O:20])[CH:35]=[CH2:36])[N:13]=1)[C:2]1[CH:3]=[CH:4][CH:5]=[CH:6][CH:7]=1, predict the reactants needed to synthesize it. The reactants are: [CH2:1]([O:8][C:9](/[N:11]=[C:12]1/[N:13](C(OCC2C=CC=CC=2)=O)[C:14]([CH2:18][C:19](N(OC)C)=[O:20])=[CH:15][CH:16]=[CH:17]/1)=[O:10])[C:2]1[CH:7]=[CH:6][CH:5]=[CH:4][CH:3]=1.[CH:35]([Mg]Br)=[CH2:36]. (2) The reactants are: Cl[CH:2]([CH:19]1[CH2:24][CH2:23][CH2:22][CH2:21][CH2:20]1)[C:3]1[CH:4]=[C:5]([C:11]2[CH:12]=[CH:13][C:14]([O:17][CH3:18])=[N:15][CH:16]=2)[O:6][C:7]=1[CH2:8][O:9][CH3:10].[NH2:25][C:26]1[CH:31]=[CH:30][C:29]([C:32]([NH:34][CH2:35][CH2:36][C:37]([O:39]CC)=[O:38])=[O:33])=[CH:28][CH:27]=1.C(=O)([O-])[O-].[Na+].[Na+].[I-].[Na+]. Given the product [CH:19]1([CH:2]([NH:25][C:26]2[CH:27]=[CH:28][C:29]([C:32]([NH:34][CH2:35][CH2:36][C:37]([OH:39])=[O:38])=[O:33])=[CH:30][CH:31]=2)[C:3]2[CH:4]=[C:5]([C:11]3[CH:16]=[N:15][C:14]([O:17][CH3:18])=[CH:13][CH:12]=3)[O:6][C:7]=2[CH2:8][O:9][CH3:10])[CH2:24][CH2:23][CH2:22][CH2:21][CH2:20]1, predict the reactants needed to synthesize it. (3) Given the product [Br:9][C:10]1[CH:15]=[C:14]([F:16])[CH:13]=[CH:12][C:11]=1[N:17]1[C:1](=[O:4])[N:20]([CH3:21])[N:19]=[N:18]1, predict the reactants needed to synthesize it. The reactants are: [C:1]([O-:4])([O-])=O.[K+].[K+].CI.[Br:9][C:10]1[CH:15]=[C:14]([F:16])[CH:13]=[CH:12][C:11]=1[N:17]1[C:21](=O)[NH:20][N:19]=[N:18]1.CCOC(C)=O. (4) Given the product [CH3:4][N:5]1[CH:9]=[CH:8][C:7]([NH:10][C:11](=[O:32])[C@@H:12]([N:17]2[CH2:21][C:20]([O:22][C:23]3[CH:28]=[CH:27][CH:26]=[C:25]([Cl:29])[C:24]=3[Cl:30])=[CH:19][C:18]2=[O:31])[CH2:13][CH:14]([CH3:16])[CH3:15])=[N:6]1, predict the reactants needed to synthesize it. The reactants are: Cl.OC(C)(C)[CH2:4][N:5]1[CH:9]=[CH:8][C:7]([NH:10][C:11](=[O:32])[C@@H:12]([N:17]2[CH2:21][C:20]([O:22][C:23]3[CH:28]=[CH:27][CH:26]=[C:25]([Cl:29])[C:24]=3[Cl:30])=[CH:19][C:18]2=[O:31])[CH2:13][CH:14]([CH3:16])[CH3:15])=[N:6]1.CN1C=CC(N)=N1.F[P-](F)(F)(F)(F)F.N1(O[P+](N(C)C)(N(C)C)N(C)C)C2C=CC=CC=2N=N1.C(N(CC)C(C)C)(C)C. (5) Given the product [CH3:25][N:1]1[CH2:2][CH2:3][CH:4]([C:7]2[CH:8]=[CH:9][C:10]([C:13]3[NH:14][C:15](=[O:22])[C:16]4[N:17]([CH:19]=[CH:20][CH:21]=4)[CH:18]=3)=[CH:11][CH:12]=2)[CH2:5][CH2:6]1, predict the reactants needed to synthesize it. The reactants are: [NH:1]1[CH2:6][CH2:5][CH:4]([C:7]2[CH:12]=[CH:11][C:10]([C:13]3[NH:14][C:15](=[O:22])[C:16]4[N:17]([CH:19]=[CH:20][CH:21]=4)[CH:18]=3)=[CH:9][CH:8]=2)[CH2:3][CH2:2]1.C=O.[C:25]([BH3-])#N.[Na+].C([O-])(O)=O.[Na+].